From a dataset of Experimentally validated miRNA-target interactions with 360,000+ pairs, plus equal number of negative samples. Binary Classification. Given a miRNA mature sequence and a target amino acid sequence, predict their likelihood of interaction. (1) The miRNA is hsa-miR-5189-5p with sequence UCUGGGCACAGGCGGAUGGACAGG. The protein sequence of the target gene is MAAVALLRGAAVGRRSPAWHWRLSGTASHCLARGFGLLGSNPADGVAWTCFRLDGRALVRVRGPDAAPFLLGLSTNELPLSGPPTGAAQPSARAAYAHFLNVQGRTLYDVILYGLPECTEGAPSFLLECDSSVLGALQKHLSMYKIRRKVTVEPSPELHVWAVLPCVPQTSETAPLEERVEGTTMLIRDPRTARMGWRLLTQDDGPALVPRGQLGDLQDYHKYRYQQGIPEGVCDLPPGMALPLESNLVFMNGVSFTKGCYIGQELTARTHHTGVIRKRLFPVKLEGPLPASGVSPGAIV.... Result: 0 (no interaction). (2) The miRNA is hsa-miR-4706 with sequence AGCGGGGAGGAAGUGGGCGCUGCUU. The protein sequence of the target gene is MLFEQGQQALELPECTMQKAAYYENPGLFGGYGYSKTTDTYGYSTPHQPYPPPAAASSLDTDYPGSACSIQSSAPLRAPAHKGAELNGSCMRPGTGNSQGGGGGSQPPGLNSEQQPPQPPPPPPTLPPSSPTNPGGGVPAKKPKGGPNASSSSATISKQIFPWMKESRQNSKQKNSCATAGESCEDKSPPGPASKRVRTAYTSAQLVELEKEFHFNRYLCRPRRVEMANLLNLTERQIKIWFQNRRMKYKKDQKAKGILHSPASQSPERSPPLGGAAGHVAYSGQLPPVPGLAYDAPSPP.... Result: 1 (interaction). (3) The miRNA is hsa-miR-767-5p with sequence UGCACCAUGGUUGUCUGAGCAUG. Result: 1 (interaction). The protein sequence of the target gene is MKMQKGNVLLMFGLLLHLEAATNSNETSTSANTGSSVISSGASTATNSGSSVTSSGVSTATISGSSVTSNGVSIVTNSEFHTTSSGISTATNSEFSTVSSGISIATNSESSTTSSGASTATNSESSTPSSGASTATNSDSSTTSSGASTATNSDSSTTSSEASTATNSESSTTSSGASTATNSESSTVSSRASTATNSESSTTSSGASTATNSESRTTSNGAGTATNSESSTTSSGASTATNSESSTPSSGAGTATNSESSTTSSGAGTATNSESSTVSSGISTVTNSESSTPSSGANTA....